From a dataset of Forward reaction prediction with 1.9M reactions from USPTO patents (1976-2016). Predict the product of the given reaction. (1) Given the reactants [CH3:1][C:2]1[CH:7]=[C:6]([CH3:8])[NH:5][C:4](=O)[C:3]=1[N+:10]([O-:12])=[O:11].P(Cl)(Cl)([Cl:15])=O, predict the reaction product. The product is: [Cl:15][C:4]1[C:3]([N+:10]([O-:12])=[O:11])=[C:2]([CH3:1])[CH:7]=[C:6]([CH3:8])[N:5]=1. (2) Given the reactants [CH:1]([O:4][C:5]([C:7]1[CH:8]([C:35]2[CH:40]=[CH:39][CH:38]=[C:37]([N+:41]([O-:43])=[O:42])[CH:36]=2)[C:9]([C:15]([O:17][CH:18]2[CH2:21][N:20]([CH:22]([C:29]3[CH:34]=[CH:33][CH:32]=[CH:31][CH:30]=3)[C:23]3[CH:28]=[CH:27][CH:26]=[CH:25][CH:24]=3)[CH2:19]2)=[O:16])=[C:10]([NH2:14])[NH:11][C:12]=1[CH3:13])=[O:6])([CH3:3])[CH3:2].[CH3:44][S:45]([OH:48])(=[O:47])=[O:46], predict the reaction product. The product is: [CH3:44][S:45]([OH:48])(=[O:47])=[O:46].[CH3:44][S:45]([OH:48])(=[O:47])=[O:46].[CH:1]([O:4][C:5]([C:7]1[CH:8]([C:35]2[CH:40]=[CH:39][CH:38]=[C:37]([N+:41]([O-:43])=[O:42])[CH:36]=2)[C:9]([C:15]([O:17][CH:18]2[CH2:19][N:20]([CH:22]([C:29]3[CH:34]=[CH:33][CH:32]=[CH:31][CH:30]=3)[C:23]3[CH:28]=[CH:27][CH:26]=[CH:25][CH:24]=3)[CH2:21]2)=[O:16])=[C:10]([NH2:14])[NH:11][C:12]=1[CH3:13])=[O:6])([CH3:3])[CH3:2]. (3) The product is: [CH3:1][C:2]1([CH3:10])[O:7][C:6](=[O:8])[C:5](=[CH:11][NH:26][C:23]2[CH:24]=[CH:25][S:21][CH:22]=2)[C:4](=[O:9])[O:3]1. Given the reactants [CH3:1][C:2]1([CH3:10])[O:7][C:6](=[O:8])[CH2:5][C:4](=[O:9])[O:3]1.[CH:11](OCC)(OCC)OCC.[S:21]1[CH:25]=[CH:24][C:23]([NH2:26])=[CH:22]1.C(OC(C)C)(C)C, predict the reaction product. (4) Given the reactants [I-].C[S+](C)C.[Li][CH2:7]CCC.[C:11]([Si:15]([O:18][CH2:19][C@@H:20]1[C@H:24]2[O:25][C:26]([CH3:29])([CH3:28])[O:27][C@H:23]2[C@@H:22]2[O:30][C@H:21]12)([CH3:17])[CH3:16])([CH3:14])([CH3:13])[CH3:12], predict the reaction product. The product is: [Si:15]([O:18][CH2:19][C@@H:20]1[C@H:24]2[O:25][C:26]([CH3:29])([CH3:28])[O:27][C@H:23]2[C@H:22]([OH:30])[C:21]1=[CH2:7])([C:11]([CH3:14])([CH3:12])[CH3:13])([CH3:17])[CH3:16]. (5) Given the reactants [C:1]([N:8]1[CH2:13][CH2:12][C:11](=[O:14])[CH2:10][CH2:9]1)([O:3][C:4]([CH3:7])([CH3:6])[CH3:5])=[O:2].C([N-]C(C)C)(C)C.[Li+].C1COCC1.CCCCCCC.C(C1C=CC=CC=1)C.C1C=CC(N([S:50]([C:53]([F:56])([F:55])[F:54])(=[O:52])=[O:51])[S:50]([C:53]([F:56])([F:55])[F:54])(=[O:52])=[O:51])=CC=1, predict the reaction product. The product is: [F:54][C:53]([F:56])([F:55])[S:50]([O:14][C:11]1[CH2:12][CH2:13][N:8]([C:1]([O:3][C:4]([CH3:7])([CH3:6])[CH3:5])=[O:2])[CH2:9][CH:10]=1)(=[O:52])=[O:51].